From a dataset of NCI-60 drug combinations with 297,098 pairs across 59 cell lines. Regression. Given two drug SMILES strings and cell line genomic features, predict the synergy score measuring deviation from expected non-interaction effect. (1) Drug 1: COC1=CC(=CC(=C1O)OC)C2C3C(COC3=O)C(C4=CC5=C(C=C24)OCO5)OC6C(C(C7C(O6)COC(O7)C8=CC=CS8)O)O. Drug 2: CC1=C(N=C(N=C1N)C(CC(=O)N)NCC(C(=O)N)N)C(=O)NC(C(C2=CN=CN2)OC3C(C(C(C(O3)CO)O)O)OC4C(C(C(C(O4)CO)O)OC(=O)N)O)C(=O)NC(C)C(C(C)C(=O)NC(C(C)O)C(=O)NCCC5=NC(=CS5)C6=NC(=CS6)C(=O)NCCC[S+](C)C)O. Cell line: LOX IMVI. Synergy scores: CSS=43.0, Synergy_ZIP=-1.71, Synergy_Bliss=1.46, Synergy_Loewe=2.77, Synergy_HSA=3.62. (2) Drug 1: C1CC(C1)(C(=O)O)C(=O)O.[NH2-].[NH2-].[Pt+2]. Drug 2: C1=CC=C(C(=C1)C(C2=CC=C(C=C2)Cl)C(Cl)Cl)Cl. Cell line: UO-31. Synergy scores: CSS=-0.521, Synergy_ZIP=-0.811, Synergy_Bliss=-1.61, Synergy_Loewe=-2.44, Synergy_HSA=-2.02. (3) Drug 1: CCC1(CC2CC(C3=C(CCN(C2)C1)C4=CC=CC=C4N3)(C5=C(C=C6C(=C5)C78CCN9C7C(C=CC9)(C(C(C8N6C)(C(=O)OC)O)OC(=O)C)CC)OC)C(=O)OC)O.OS(=O)(=O)O. Drug 2: CC=C1C(=O)NC(C(=O)OC2CC(=O)NC(C(=O)NC(CSSCCC=C2)C(=O)N1)C(C)C)C(C)C. Cell line: NCIH23. Synergy scores: CSS=33.3, Synergy_ZIP=3.09, Synergy_Bliss=3.97, Synergy_Loewe=-25.4, Synergy_HSA=0.470.